This data is from Forward reaction prediction with 1.9M reactions from USPTO patents (1976-2016). The task is: Predict the product of the given reaction. (1) Given the reactants [Br:1][C:2]1[CH:10]=[C:9]2[C:5]([CH:6]=[C:7]([C:11]([N:13]3[CH2:18][CH2:17][S:16](=[O:20])(=[O:19])[CH2:15][CH2:14]3)=[O:12])[NH:8]2)=[CH:4][C:3]=1[O:21][CH:22]1[CH2:27][CH2:26][N:25]([CH:28]([CH3:30])[CH3:29])[CH2:24][CH2:23]1.Br[CH2:32][CH2:33][CH2:34][O:35][Si:36]([C:39]([CH3:42])([CH3:41])[CH3:40])([CH3:38])[CH3:37], predict the reaction product. The product is: [Br:1][C:2]1[CH:10]=[C:9]2[C:5]([CH:6]=[C:7]([C:11]([N:13]3[CH2:18][CH2:17][S:16](=[O:20])(=[O:19])[CH2:15][CH2:14]3)=[O:12])[N:8]2[CH2:32][CH2:33][CH2:34][O:35][Si:36]([C:39]([CH3:40])([CH3:42])[CH3:41])([CH3:37])[CH3:38])=[CH:4][C:3]=1[O:21][CH:22]1[CH2:27][CH2:26][N:25]([CH:28]([CH3:30])[CH3:29])[CH2:24][CH2:23]1. (2) Given the reactants [CH3:1][C:2]1[N:3]=[CH:4][S:5][C:6]=1[C:7]([OH:9])=O.O1CCCC1.C(Cl)(=O)C(Cl)=O.[NH2:21][C:22]1[CH:23]=[C:24]([CH:41]=[CH:42][CH:43]=1)[O:25][C:26]1[CH:27]=[CH:28][C:29]2[N:30]([N:32]=[C:33]([NH:35][C:36]([CH:38]3[CH2:40][CH2:39]3)=[O:37])[N:34]=2)[CH:31]=1, predict the reaction product. The product is: [CH:38]1([C:36]([NH:35][C:33]2[N:34]=[C:29]3[CH:28]=[CH:27][C:26]([O:25][C:24]4[CH:23]=[C:22]([NH:21][C:7]([C:6]5[S:5][CH:4]=[N:3][C:2]=5[CH3:1])=[O:9])[CH:43]=[CH:42][CH:41]=4)=[CH:31][N:30]3[N:32]=2)=[O:37])[CH2:39][CH2:40]1. (3) Given the reactants [CH3:1][O:2][C:3]1[C:23]([O:24][CH3:25])=[C:22]([O:26][CH3:27])[CH:21]=[CH:20][C:4]=1[CH2:5][CH:6]1[C:15]2[C:10](=[CH:11][C:12]([O:18][CH3:19])=[C:13]([O:16][CH3:17])[CH:14]=2)[CH2:9][CH2:8][NH:7]1.Br[CH2:29][C:30](Br)=[O:31].[CH:33]1([NH2:43])[C:42]2[C:37](=[CH:38][CH:39]=[CH:40][CH:41]=2)[CH2:36][CH2:35][CH2:34]1, predict the reaction product. The product is: [CH3:1][O:2][C:3]1[C:23]([O:24][CH3:25])=[C:22]([O:26][CH3:27])[CH:21]=[CH:20][C:4]=1[CH2:5][CH:6]1[C:15]2[C:10](=[CH:11][C:12]([O:18][CH3:19])=[C:13]([O:16][CH3:17])[CH:14]=2)[CH2:9][CH2:8][N:7]1[CH2:29][C:30]([NH:43][CH:33]1[C:42]2[C:37](=[CH:38][CH:39]=[CH:40][CH:41]=2)[CH2:36][CH2:35][CH2:34]1)=[O:31].